From a dataset of Reaction yield outcomes from USPTO patents with 853,638 reactions. Predict the reaction yield, written as a fraction of the theoretical maximum amount of product (1.0 means a 100% yield; for example, 0.34 means a 34% yield). The reactants are O1CCCC1.[O:6]([C:13]1[CH:14]=[C:15]([CH2:19][C:20](Cl)=[N:21][OH:22])[CH:16]=[CH:17][CH:18]=1)[C:7]1[CH:12]=[CH:11][CH:10]=[CH:9][CH:8]=1.[C:24]([C:26]1[C:27]([NH2:32])=[N:28][CH:29]=[CH:30][CH:31]=1)#[CH:25].C(N(CC)CC)C. The catalyst is O. The product is [O:6]([C:13]1[CH:14]=[C:15]([CH:16]=[CH:17][CH:18]=1)[CH2:19][C:20]1[CH:25]=[C:24]([C:26]2[C:27]([NH2:32])=[N:28][CH:29]=[CH:30][CH:31]=2)[O:22][N:21]=1)[C:7]1[CH:12]=[CH:11][CH:10]=[CH:9][CH:8]=1. The yield is 0.430.